The task is: Predict which catalyst facilitates the given reaction.. This data is from Catalyst prediction with 721,799 reactions and 888 catalyst types from USPTO. (1) Reactant: [Cl:1][C:2]1[C:3]([N:8]2[CH2:13][CH2:12][C:11](=[O:14])[CH2:10][CH2:9]2)=[N:4][CH:5]=[CH:6][CH:7]=1.[Si]([C:19]#[N:20])(C)(C)C.[Al+3].[Cl-].[Cl-].[Cl-].CS(O)(=O)=O. Product: [Cl:1][C:2]1[C:3]([N:8]2[CH2:13][CH2:12][C:11]([OH:14])([C:19]#[N:20])[CH2:10][CH2:9]2)=[N:4][CH:5]=[CH:6][CH:7]=1. The catalyst class is: 93. (2) Reactant: C([O:3][C:4](=[O:21])[C:5](=[O:20])[N:6]1[CH2:11][CH2:10][CH:9]([O:12][C:13]2[CH:18]=[CH:17][C:16]([CH3:19])=[CH:15][CH:14]=2)[CH2:8][CH2:7]1)C. Product: [O:20]=[C:5]([N:6]1[CH2:11][CH2:10][CH:9]([O:12][C:13]2[CH:14]=[CH:15][C:16]([CH3:19])=[CH:17][CH:18]=2)[CH2:8][CH2:7]1)[C:4]([OH:21])=[O:3]. The catalyst class is: 40. (3) Reactant: [NH2:1][C@@H:2]([C:4](O)=[O:5])[CH3:3].[H-].[H-].[H-].[H-].[Li+].[Al+3].C1COCC1.[CH3:30][C:29]([O:28][C:26](O[C:26]([O:28][C:29]([CH3:32])([CH3:31])[CH3:30])=[O:27])=[O:27])([CH3:32])[CH3:31]. Product: [C:26]([C@@H:4]([OH:5])[CH:2]([NH2:1])[CH3:3])([O:28][C:29]([CH3:30])([CH3:31])[CH3:32])=[O:27]. The catalyst class is: 2. (4) Reactant: [CH:1]([C:3]1[N:8]=[CH:7][CH:6]=[CH:5][N:4]=1)=[CH2:2].CC(O)=O.[CH2:13]([NH2:20])[C:14]1[CH:19]=[CH:18][CH:17]=[CH:16][CH:15]=1. Product: [CH2:13]([NH:20][CH2:2][CH2:1][C:3]1[N:8]=[CH:7][CH:6]=[CH:5][N:4]=1)[C:14]1[CH:19]=[CH:18][CH:17]=[CH:16][CH:15]=1. The catalyst class is: 14. (5) Reactant: [CH2:1]([O:3][C:4](=[O:16])/[CH:5]=[C:6](/[O:8][C:9]1[CH:10]=[N:11][C:12]([CH3:15])=[CH:13][CH:14]=1)\[CH3:7])[CH3:2].[Br:17]N1C(=O)CCC1=O.C(OOC(=O)C1C=CC=CC=1)(=O)C1C=CC=CC=1. Product: [CH2:1]([O:3][C:4](=[O:16])/[CH:5]=[C:6](/[O:8][C:9]1[CH:10]=[N:11][C:12]([CH3:15])=[CH:13][CH:14]=1)\[CH2:7][Br:17])[CH3:2]. The catalyst class is: 53. (6) Reactant: COC[O:4][CH:5]1[CH2:29][CH2:28][C@@:27]2([CH3:30])[CH:7]([C:8](=[O:32])[O:9][C:10]3[C@H:11]4[C@:23]([CH3:31])([CH2:24][CH2:25][C:26]=32)[C@@H:14]([C@H:15]([CH3:22])[CH2:16][CH2:17][CH2:18][CH:19]([CH3:21])[CH3:20])[CH2:13][CH2:12]4)[CH2:6]1.CC1C=CC(S(O)(=O)=O)=CC=1.C(=O)(O)[O-].[Na+]. Product: [OH:4][C@@H:5]1[CH2:6][C@@H:7]2[C:8](=[O:32])[O:9][C:10]3[C@H:11]4[CH2:12][CH2:13][C@H:14]([C@@H:15]([CH2:16][CH2:17][CH2:18][CH:19]([CH3:20])[CH3:21])[CH3:22])[C@@:23]4([CH3:31])[CH2:24][CH2:25][C:26]=3[C@@:27]2([CH3:30])[CH2:28][CH2:29]1. The catalyst class is: 107. (7) Reactant: [NH2:1][C:2]1[CH:3]=[CH:4][C:5]([O:24][CH3:25])=[C:6]([CH:23]=1)[O:7][C:8]1[CH:9]=[CH:10][C:11]2[N:12]([CH:14]=[C:15]([NH:17][C:18]([CH:20]3[CH2:22][CH2:21]3)=[O:19])[N:16]=2)[N:13]=1.[C:26]([C:28]([C:31]1[CH:32]=[C:33]([CH:37]=[CH:38][CH:39]=1)[C:34](O)=[O:35])([CH3:30])[CH3:29])#[N:27].Cl.CN(C)CCCN=C=NCC.ON1C2C=CC=CC=2N=N1. Product: [C:26]([C:28]([C:31]1[CH:32]=[C:33]([CH:37]=[CH:38][CH:39]=1)[C:34]([NH:1][C:2]1[CH:3]=[CH:4][C:5]([O:24][CH3:25])=[C:6]([O:7][C:8]2[CH:9]=[CH:10][C:11]3[N:12]([CH:14]=[C:15]([NH:17][C:18]([CH:20]4[CH2:21][CH2:22]4)=[O:19])[N:16]=3)[N:13]=2)[CH:23]=1)=[O:35])([CH3:30])[CH3:29])#[N:27]. The catalyst class is: 9. (8) Reactant: [OH:1][C:2]1[CH:11]=[CH:10][C:5]([C:6]([O:8][CH3:9])=[O:7])=[CH:4][CH:3]=1.C(=O)([O-])[O-].[K+].[K+].Br[C:19]([CH3:28])([CH3:27])[C:20]([O:22][C:23]([CH3:26])([CH3:25])[CH3:24])=[O:21]. Product: [C:23]([O:22][C:20](=[O:21])[C:19]([CH3:28])([O:1][C:2]1[CH:3]=[CH:4][C:5]([C:6]([O:8][CH3:9])=[O:7])=[CH:10][CH:11]=1)[CH3:27])([CH3:26])([CH3:25])[CH3:24]. The catalyst class is: 3. (9) Product: [F:1][C:2]1[C:3]([OH:35])=[C:4]([C:8]2[N:13]([CH2:14][CH2:15][C:16]3[CH:17]=[CH:18][CH:19]=[CH:20][CH:21]=3)[C:12](=[O:22])[C:11]([C:23]3[S:24][C:25]([C:28]4[N:29]=[C:30]([CH3:33])[S:31][CH:32]=4)=[CH:26][CH:27]=3)=[C:10]([CH3:34])[N:9]=2)[CH:5]=[CH:6][CH:7]=1. The catalyst class is: 285. Reactant: [F:1][C:2]1[C:3]([O:35]CC2C=CC=CC=2)=[C:4]([C:8]2[N:13]([CH2:14][CH2:15][C:16]3[CH:21]=[CH:20][CH:19]=[CH:18][CH:17]=3)[C:12](=[O:22])[C:11]([C:23]3[S:24][C:25]([C:28]4[N:29]=[C:30]([CH3:33])[S:31][CH:32]=4)=[CH:26][CH:27]=3)=[C:10]([CH3:34])[N:9]=2)[CH:5]=[CH:6][CH:7]=1.